From a dataset of Full USPTO retrosynthesis dataset with 1.9M reactions from patents (1976-2016). Predict the reactants needed to synthesize the given product. (1) Given the product [CH3:28][O:27][C:24]1[CH:23]=[CH:22][C:21]([CH2:20][NH:19][C:15]2[N:14]=[C:13]([CH2:12][CH2:11][CH2:10][CH2:9][C:8](=[O:29])[CH:7]=[CH:37][C:34]3[CH:33]=[N:32][C:31]([CH3:30])=[N:36][CH:35]=3)[CH:18]=[CH:17][CH:16]=2)=[CH:26][CH:25]=1, predict the reactants needed to synthesize it. The reactants are: COP([CH2:7][C:8](=[O:29])[CH2:9][CH2:10][CH2:11][CH2:12][C:13]1[CH:18]=[CH:17][CH:16]=[C:15]([NH:19][CH2:20][C:21]2[CH:26]=[CH:25][C:24]([O:27][CH3:28])=[CH:23][CH:22]=2)[N:14]=1)(=O)OC.[CH3:30][C:31]1[N:36]=[CH:35][C:34]([CH:37]=O)=[CH:33][N:32]=1.[OH-].[Na+]. (2) Given the product [C:3]([O:7][C:8]([N:10]1[CH2:15][CH2:14][C@:13]([O:28][CH2:49][CH2:48][O:47][CH3:46])([C:16]2[CH:17]=[CH:18][C:19]([CH2:22][O:23][CH2:24][CH2:25][O:26][CH3:27])=[CH:20][CH:21]=2)[C@@H:12]([O:29][CH2:30][C:31]2[CH:32]=[CH:33][C:34]3[O:39][CH2:38][CH2:37][N:36]([CH2:40][CH2:41][CH2:42][O:43][CH3:44])[C:35]=3[CH:45]=2)[CH2:11]1)=[O:9])([CH3:5])([CH3:6])[CH3:4], predict the reactants needed to synthesize it. The reactants are: [H-].[Na+].[C:3]([O:7][C:8]([N:10]1[CH2:15][CH2:14][C@:13]([OH:28])([C:16]2[CH:21]=[CH:20][C:19]([CH2:22][O:23][CH2:24][CH2:25][O:26][CH3:27])=[CH:18][CH:17]=2)[C@@H:12]([O:29][CH2:30][C:31]2[CH:32]=[CH:33][C:34]3[O:39][CH2:38][CH2:37][N:36]([CH2:40][CH2:41][CH2:42][O:43][CH3:44])[C:35]=3[CH:45]=2)[CH2:11]1)=[O:9])([CH3:6])([CH3:5])[CH3:4].[CH3:46][O:47][CH2:48][CH2:49]Br.C([O-])(O)=O.[Na+]. (3) Given the product [CH2:1]([C:5]1[C:6]([C:16]2[CH:17]=[CH:18][C:19]([O:22][CH3:23])=[CH:20][CH:21]=2)=[C:7]([O:15][C:25]2[CH:32]=[CH:31][C:28]([CH:29]=[O:30])=[CH:27][CH:26]=2)[C:8]2[C:13]([CH:14]=1)=[CH:12][CH:11]=[CH:10][CH:9]=2)[CH2:2][CH2:3][CH3:4], predict the reactants needed to synthesize it. The reactants are: [CH2:1]([C:5]1[C:6]([C:16]2[CH:21]=[CH:20][C:19]([O:22][CH3:23])=[CH:18][CH:17]=2)=[C:7]([OH:15])[C:8]2[C:13]([CH:14]=1)=[CH:12][CH:11]=[CH:10][CH:9]=2)[CH2:2][CH2:3][CH3:4].F[C:25]1[CH:32]=[CH:31][C:28]([CH:29]=[O:30])=[CH:27][CH:26]=1.C([O-])([O-])=O.[Cs+].[Cs+]. (4) Given the product [Cl:1][C:2]1[CH:3]=[CH:4][C:5]([C:8]2[C:9]([CH:14]=[O:15])=[N:10][CH:11]=[CH:12][N:13]=2)=[CH:6][CH:7]=1, predict the reactants needed to synthesize it. The reactants are: [Cl:1][C:2]1[CH:7]=[CH:6][C:5]([C:8]2[C:9]([C:14](N(OC)C)=[O:15])=[N:10][CH:11]=[CH:12][N:13]=2)=[CH:4][CH:3]=1.CC(C[AlH]CC(C)C)C.C(OCC)(=O)C.[NH4+].[Cl-]. (5) The reactants are: [Cl:1][C:2]1[C:11]([N+:12]([O-])=O)=[C:10]([NH:15][CH2:16][CH2:17][NH:18][C:19](=[O:25])[O:20][C:21]([CH3:24])([CH3:23])[CH3:22])[C:9]2[C:4](=[CH:5][CH:6]=[CH:7][CH:8]=2)[N:3]=1. Given the product [NH2:12][C:11]1[C:2]([Cl:1])=[N:3][C:4]2[C:9]([C:10]=1[NH:15][CH2:16][CH2:17][NH:18][C:19](=[O:25])[O:20][C:21]([CH3:22])([CH3:23])[CH3:24])=[CH:8][CH:7]=[CH:6][CH:5]=2, predict the reactants needed to synthesize it. (6) Given the product [C:7]([O:11][C:12]([N:14]1[CH2:19][CH2:18][CH:17]([C:20]2[CH:25]=[CH:24][CH:23]=[CH:22][C:21]=2[CH2:26][OH:27])[CH2:16][CH2:15]1)=[O:13])([CH3:10])([CH3:8])[CH3:9], predict the reactants needed to synthesize it. The reactants are: [H-].[Al+3].[Li+].[H-].[H-].[H-].[C:7]([O:11][C:12]([N:14]1[CH2:19][CH2:18][CH:17]([C:20]2[CH:25]=[CH:24][CH:23]=[CH:22][C:21]=2[C:26](OC)=[O:27])[CH2:16][CH2:15]1)=[O:13])([CH3:10])([CH3:9])[CH3:8].